This data is from NCI-60 drug combinations with 297,098 pairs across 59 cell lines. The task is: Regression. Given two drug SMILES strings and cell line genomic features, predict the synergy score measuring deviation from expected non-interaction effect. Drug 1: COC1=CC(=CC(=C1O)OC)C2C3C(COC3=O)C(C4=CC5=C(C=C24)OCO5)OC6C(C(C7C(O6)COC(O7)C8=CC=CS8)O)O. Drug 2: C1=CC=C(C(=C1)C(C2=CC=C(C=C2)Cl)C(Cl)Cl)Cl. Cell line: 786-0. Synergy scores: CSS=32.2, Synergy_ZIP=1.87, Synergy_Bliss=3.80, Synergy_Loewe=-34.9, Synergy_HSA=4.05.